From a dataset of Forward reaction prediction with 1.9M reactions from USPTO patents (1976-2016). Predict the product of the given reaction. (1) Given the reactants [CH2:1]([O:8][N:9]1[C:14](=[O:15])[CH2:13][CH2:12][C@@H:11]([NH:16][C:17]2[N:18]=[CH:19][C:20](/[CH:23]=[CH:24]/[C:25](OCC)=[O:26])=[N:21][CH:22]=2)[CH2:10]1)[C:2]1[CH:7]=[CH:6][CH:5]=[CH:4][CH:3]=1.Cl.[NH2:31][OH:32].C[O-].[Na+].Cl, predict the reaction product. The product is: [CH2:1]([O:8][N:9]1[C:14](=[O:15])[CH2:13][CH2:12][C@@H:11]([NH:16][C:17]2[N:18]=[CH:19][C:20](/[CH:23]=[CH:24]/[C:25]([NH:31][OH:32])=[O:26])=[N:21][CH:22]=2)[CH2:10]1)[C:2]1[CH:7]=[CH:6][CH:5]=[CH:4][CH:3]=1. (2) Given the reactants [CH3:1][O:2][C:3]([C:5]1[N:10]=[C:9](Br)[C:8]2[N:12]=[C:13]([C:15]3[CH:20]=[CH:19][CH:18]=[CH:17][CH:16]=3)[O:14][C:7]=2[C:6]=1[O:21][C:22](=[O:27])[C:23]([CH3:26])([CH3:25])[CH3:24])=[O:4].[CH3:28][O:29][C:30]1[CH:31]=[C:32](B(O)O)[CH:33]=[CH:34][CH:35]=1.C(=O)([O-])[O-].[K+].[K+], predict the reaction product. The product is: [CH3:1][O:2][C:3]([C:5]1[N:10]=[C:9]([C:34]2[CH:33]=[CH:32][CH:31]=[C:30]([O:29][CH3:28])[CH:35]=2)[C:8]2[N:12]=[C:13]([C:15]3[CH:20]=[CH:19][CH:18]=[CH:17][CH:16]=3)[O:14][C:7]=2[C:6]=1[O:21][C:22](=[O:27])[C:23]([CH3:26])([CH3:25])[CH3:24])=[O:4].[CH3:1][O:2][C:3]([C:5]1[N:10]=[C:9]([C:34]2[CH:33]=[CH:32][CH:31]=[C:30]([O:29][CH3:28])[CH:35]=2)[C:8]2[N:12]=[C:13]([C:15]3[CH:20]=[CH:19][CH:18]=[CH:17][CH:16]=3)[O:14][C:7]=2[C:6]=1[OH:21])=[O:4]. (3) Given the reactants [F:1][C:2]([F:34])([F:33])[C:3]1[CH:28]=[C:27]([C:29]([F:32])([F:31])[F:30])[CH:26]=[CH:25][C:4]=1[CH2:5][N:6]1[C:14]2[C:9](=[CH:10][C:11]([CH:15]=[C:16]3[S:20][C:19](SCC)=[N:18][C:17]3=[O:24])=[CH:12][CH:13]=2)[CH:8]=[N:7]1.[C:35]([O:39][C:40]([N:42]1[CH2:47][CH2:46][NH:45][CH2:44][CH:43]1[C:48](=[O:52])[NH:49][O:50][CH3:51])=[O:41])([CH3:38])([CH3:37])[CH3:36], predict the reaction product. The product is: [C:35]([O:39][C:40]([N:42]1[CH2:47][CH2:46][N:45]([C:19]2[S:20][C:16](=[CH:15][C:11]3[CH:10]=[C:9]4[C:14](=[CH:13][CH:12]=3)[N:6]([CH2:5][C:4]3[CH:25]=[CH:26][C:27]([C:29]([F:30])([F:31])[F:32])=[CH:28][C:3]=3[C:2]([F:1])([F:33])[F:34])[N:7]=[CH:8]4)[C:17](=[O:24])[N:18]=2)[CH2:44][CH:43]1[C:48](=[O:52])[NH:49][O:50][CH3:51])=[O:41])([CH3:38])([CH3:37])[CH3:36]. (4) Given the reactants FC(F)(F)S(O[C:7]1[CH:8]=[C:9]2[C:13](=[CH:14][CH:15]=1)[N:12]([C:16]([O:18][C:19]([CH3:22])([CH3:21])[CH3:20])=[O:17])[C:11]([C:23]([O:25][CH2:26][CH3:27])=[O:24])=[CH:10]2)(=O)=O.CC1(C)C(C)(C)OB([C:38]2[CH:43]=[CH:42][C:41]([OH:44])=[CH:40][CH:39]=2)O1.C1(P(C2C=CC=CC=2)C2C=CC=CC=2)C=CC=CC=1.P([O-])([O-])([O-])=O.[K+].[K+].[K+].O, predict the reaction product. The product is: [OH:44][C:41]1[CH:42]=[CH:43][C:38]([C:7]2[CH:8]=[C:9]3[C:13](=[CH:14][CH:15]=2)[N:12]([C:16]([O:18][C:19]([CH3:22])([CH3:20])[CH3:21])=[O:17])[C:11]([C:23]([O:25][CH2:26][CH3:27])=[O:24])=[CH:10]3)=[CH:39][CH:40]=1. (5) Given the reactants COC[N:4]1[C:12]2[C:7](=[CH:8][C:9]([C:13]3[NH:14][C:15]4[N:16]([N:20]=[CH:21][C:22]=4[C:23]4[CH:28]=[CH:27][CH:26]=[CH:25][N:24]=4)[C:17](=[O:19])[CH:18]=3)=[CH:10][CH:11]=2)[CH:6]=[N:5]1.Cl, predict the reaction product. The product is: [NH:4]1[C:12]2[C:7](=[CH:8][C:9]([C:13]3[NH:14][C:15]4[N:16]([N:20]=[CH:21][C:22]=4[C:23]4[CH:28]=[CH:27][CH:26]=[CH:25][N:24]=4)[C:17](=[O:19])[CH:18]=3)=[CH:10][CH:11]=2)[CH:6]=[N:5]1. (6) Given the reactants [Cl:1][C:2]1[CH:3]=[CH:4][C:5]([NH:12][C:13]2[CH:14]=[C:15]3[C:19](=[CH:20][CH:21]=2)[N:18]([CH2:22][C:23]2[CH:28]=[CH:27][CH:26]=[C:25]([OH:29])[CH:24]=2)[CH:17]=[CH:16]3)=[C:6]([CH:11]=1)[C:7]([O:9][CH3:10])=[O:8].[Br:30][CH2:31][CH2:32]Br.C(=O)([O-])[O-].[K+].[K+].O, predict the reaction product. The product is: [Br:30][CH2:31][CH2:32][O:29][C:25]1[CH:24]=[C:23]([CH:28]=[CH:27][CH:26]=1)[CH2:22][N:18]1[C:19]2[C:15](=[CH:14][C:13]([NH:12][C:5]3[CH:4]=[CH:3][C:2]([Cl:1])=[CH:11][C:6]=3[C:7]([O:9][CH3:10])=[O:8])=[CH:21][CH:20]=2)[CH:16]=[CH:17]1.